Task: Regression. Given two drug SMILES strings and cell line genomic features, predict the synergy score measuring deviation from expected non-interaction effect.. Dataset: NCI-60 drug combinations with 297,098 pairs across 59 cell lines (1) Drug 1: COC1=CC(=CC(=C1O)OC)C2C3C(COC3=O)C(C4=CC5=C(C=C24)OCO5)OC6C(C(C7C(O6)COC(O7)C8=CC=CS8)O)O. Drug 2: CC1CCC2CC(C(=CC=CC=CC(CC(C(=O)C(C(C(=CC(C(=O)CC(OC(=O)C3CCCCN3C(=O)C(=O)C1(O2)O)C(C)CC4CCC(C(C4)OC)O)C)C)O)OC)C)C)C)OC. Cell line: A549. Synergy scores: CSS=50.4, Synergy_ZIP=-6.69, Synergy_Bliss=-7.26, Synergy_Loewe=2.51, Synergy_HSA=3.82. (2) Drug 1: CC(CN1CC(=O)NC(=O)C1)N2CC(=O)NC(=O)C2. Drug 2: CS(=O)(=O)OCCCCOS(=O)(=O)C. Cell line: HT29. Synergy scores: CSS=34.2, Synergy_ZIP=-11.3, Synergy_Bliss=2.47, Synergy_Loewe=-5.26, Synergy_HSA=1.71.